This data is from Reaction yield outcomes from USPTO patents with 853,638 reactions. The task is: Predict the reaction yield, written as a fraction of the theoretical maximum amount of product (1.0 means a 100% yield; for example, 0.34 means a 34% yield). The reactants are C([O:3][C:4](=[O:22])[CH:5]([C:14](=[O:21])[NH:15][O:16][C:17]([CH3:20])([CH3:19])[CH3:18])[CH2:6][C:7]([O:9][C:10]([CH3:13])([CH3:12])[CH3:11])=[O:8])C.[OH-].[K+]. The catalyst is C(O)C. The product is [C:10]([O:9][C:7](=[O:8])[CH2:6][CH:5]([C:14](=[O:21])[NH:15][O:16][C:17]([CH3:20])([CH3:19])[CH3:18])[C:4]([OH:22])=[O:3])([CH3:13])([CH3:11])[CH3:12]. The yield is 0.570.